Dataset: Forward reaction prediction with 1.9M reactions from USPTO patents (1976-2016). Task: Predict the product of the given reaction. (1) Given the reactants [OH:1][CH:2]([C:6]1[CH:11]=[CH:10][C:9]([C:12]2[N:16]=[C:15]([C:17]3[O:21][N:20]=[C:19]([C:22]4[CH:27]=[CH:26][CH:25]=[CH:24][CH:23]=4)[C:18]=3[C:28]([F:31])([F:30])[F:29])[O:14][N:13]=2)=[CH:8][CH:7]=1)[C:3](O)=[O:4].CN1CCOCC1.Cl.[NH2:40][CH2:41][CH2:42][C:43]([O:45][C:46]([CH3:49])([CH3:48])[CH3:47])=[O:44].C(Cl)CCl, predict the reaction product. The product is: [OH:1][CH:2]([C:6]1[CH:11]=[CH:10][C:9]([C:12]2[N:16]=[C:15]([C:17]3[O:21][N:20]=[C:19]([C:22]4[CH:23]=[CH:24][CH:25]=[CH:26][CH:27]=4)[C:18]=3[C:28]([F:29])([F:30])[F:31])[O:14][N:13]=2)=[CH:8][CH:7]=1)[C:3]([NH:40][CH2:41][CH2:42][C:43]([O:45][C:46]([CH3:49])([CH3:48])[CH3:47])=[O:44])=[O:4]. (2) Given the reactants C1(P(C2C=CC=CC=2)C2C=CC=CC=2)C=CC=CC=1.[C:20]([Br:24])(Br)(Br)Br.[Br:25][C:26]1[CH:31]=[CH:30][C:29](CO)=[C:28]([CH3:34])[CH:27]=1, predict the reaction product. The product is: [Br:25][C:26]1[CH:31]=[CH:30][C:29]([CH2:20][Br:24])=[C:28]([CH3:34])[CH:27]=1. (3) Given the reactants [C:1]1([N:7]2[C:11]3=[N:12][CH:13]=[N:14][C:15]([NH:16]/[N:17]=[CH:18]/[C:19]4[CH:27]=[CH:26][C:22]([C:23](O)=[O:24])=[CH:21][CH:20]=4)=[C:10]3[CH:9]=[N:8]2)[CH:6]=[CH:5][CH:4]=[CH:3][CH:2]=1.[CH3:28][N:29]1[CH2:34][CH2:33][N:32]([CH2:35][CH2:36][CH2:37][NH2:38])[CH2:31][CH2:30]1.C1(N2C3=NC=NC(N/N=C/C4C=CC(C(NCCCN5CCCC5)=O)=CC=4)=C3C=N2)C=CC=CC=1, predict the reaction product. The product is: [CH3:28][N:29]1[CH2:34][CH2:33][N:32]([CH2:35][CH2:36][CH2:37][NH:38][C:23](=[O:24])[C:22]2[CH:26]=[CH:27][C:19](/[CH:18]=[N:17]/[NH:16][C:15]3[N:14]=[CH:13][N:12]=[C:11]4[N:7]([C:1]5[CH:6]=[CH:5][CH:4]=[CH:3][CH:2]=5)[N:8]=[CH:9][C:10]=34)=[CH:20][CH:21]=2)[CH2:31][CH2:30]1. (4) Given the reactants Cl[C:2]1[NH:11][C:10](=[O:12])[C:9]2[C:4](=[CH:5][C:6]([O:13][CH3:14])=[CH:7][CH:8]=2)[N:3]=1.[CH3:15][O:16][CH:17]([O:21][CH3:22])[CH:18]([NH2:20])[CH3:19], predict the reaction product. The product is: [CH3:15][O:16][CH:17]([O:21][CH3:22])[CH:18]([NH:20][C:2]1[NH:11][C:10](=[O:12])[C:9]2[C:4](=[CH:5][C:6]([O:13][CH3:14])=[CH:7][CH:8]=2)[N:3]=1)[CH3:19]. (5) Given the reactants [O:1]1[CH2:6][CH2:5][O:4][CH2:3][C:2]1=O.[NH2:8][C:9]1[CH:14]=[CH:13][CH:12]=[CH:11][C:10]=1[NH2:15], predict the reaction product. The product is: [OH:1][CH2:6][CH2:5][O:4][CH2:3][C:2]1[NH:8][C:9]2[CH:14]=[CH:13][CH:12]=[CH:11][C:10]=2[N:15]=1. (6) Given the reactants C(OP([CH2:9][C:10]1[CH:19]=[C:18]([C:20]([O:22]CC)=[O:21])[C:17]2[C:12](=[CH:13][CH:14]=[CH:15][CH:16]=2)[N:11]=1)(OCC)=O)C.CN(C=O)C.[H-].[Na+].[O:32]1[CH2:37][CH2:36][N:35]([C:38]2[C:39]3[N:40]([CH:44]=[C:45]([CH:47]=O)[N:46]=3)[CH:41]=[CH:42][N:43]=2)[CH2:34][CH2:33]1.CC(O)=O.Cl, predict the reaction product. The product is: [O:32]1[CH2:33][CH2:34][N:35]([C:38]2[C:39]3[N:40]([CH:44]=[C:45](/[CH:47]=[CH:9]/[C:10]4[CH:19]=[C:18]([C:20]([OH:22])=[O:21])[C:17]5[C:12](=[CH:13][CH:14]=[CH:15][CH:16]=5)[N:11]=4)[N:46]=3)[CH:41]=[CH:42][N:43]=2)[CH2:36][CH2:37]1.